Dataset: NCI-60 drug combinations with 297,098 pairs across 59 cell lines. Task: Regression. Given two drug SMILES strings and cell line genomic features, predict the synergy score measuring deviation from expected non-interaction effect. (1) Drug 1: CN(C)C1=NC(=NC(=N1)N(C)C)N(C)C. Drug 2: C1=NC2=C(N=C(N=C2N1C3C(C(C(O3)CO)O)O)F)N. Cell line: T-47D. Synergy scores: CSS=-2.17, Synergy_ZIP=1.87, Synergy_Bliss=1.01, Synergy_Loewe=-3.94, Synergy_HSA=-3.15. (2) Drug 1: CC(C)NC(=O)C1=CC=C(C=C1)CNNC.Cl. Synergy scores: CSS=56.5, Synergy_ZIP=-0.790, Synergy_Bliss=-0.646, Synergy_Loewe=-12.7, Synergy_HSA=0.732. Drug 2: N.N.Cl[Pt+2]Cl. Cell line: PC-3. (3) Drug 2: N.N.Cl[Pt+2]Cl. Synergy scores: CSS=37.9, Synergy_ZIP=-6.74, Synergy_Bliss=0.970, Synergy_Loewe=1.46, Synergy_HSA=4.50. Cell line: A498. Drug 1: C1CN1C2=NC(=NC(=N2)N3CC3)N4CC4.